Dataset: NCI-60 drug combinations with 297,098 pairs across 59 cell lines. Task: Regression. Given two drug SMILES strings and cell line genomic features, predict the synergy score measuring deviation from expected non-interaction effect. (1) Drug 1: CC1C(C(CC(O1)OC2CC(CC3=C2C(=C4C(=C3O)C(=O)C5=C(C4=O)C(=CC=C5)OC)O)(C(=O)CO)O)N)O.Cl. Drug 2: C1C(C(OC1N2C=NC3=C2NC=NCC3O)CO)O. Cell line: DU-145. Synergy scores: CSS=-1.69, Synergy_ZIP=3.12, Synergy_Bliss=3.33, Synergy_Loewe=-2.41, Synergy_HSA=0.237. (2) Drug 1: CC1OCC2C(O1)C(C(C(O2)OC3C4COC(=O)C4C(C5=CC6=C(C=C35)OCO6)C7=CC(=C(C(=C7)OC)O)OC)O)O. Drug 2: CCC(=C(C1=CC=CC=C1)C2=CC=C(C=C2)OCCN(C)C)C3=CC=CC=C3.C(C(=O)O)C(CC(=O)O)(C(=O)O)O. Cell line: NCI-H226. Synergy scores: CSS=13.2, Synergy_ZIP=-2.63, Synergy_Bliss=-2.63, Synergy_Loewe=-10.5, Synergy_HSA=-4.41. (3) Drug 1: C1CN1P(=S)(N2CC2)N3CC3. Drug 2: CCN(CC)CCNC(=O)C1=C(NC(=C1C)C=C2C3=C(C=CC(=C3)F)NC2=O)C. Cell line: SK-OV-3. Synergy scores: CSS=9.60, Synergy_ZIP=-3.14, Synergy_Bliss=-1.04, Synergy_Loewe=-1.57, Synergy_HSA=-2.01. (4) Drug 1: COC1=C(C=C2C(=C1)N=CN=C2NC3=CC(=C(C=C3)F)Cl)OCCCN4CCOCC4. Drug 2: CC12CCC3C(C1CCC2=O)CC(=C)C4=CC(=O)C=CC34C. Cell line: MALME-3M. Synergy scores: CSS=44.0, Synergy_ZIP=-1.21, Synergy_Bliss=-3.62, Synergy_Loewe=-5.06, Synergy_HSA=-1.49. (5) Drug 1: C1=CC(=CC=C1CCC2=CNC3=C2C(=O)NC(=N3)N)C(=O)NC(CCC(=O)O)C(=O)O. Drug 2: CC1=C(C=C(C=C1)C(=O)NC2=CC(=CC(=C2)C(F)(F)F)N3C=C(N=C3)C)NC4=NC=CC(=N4)C5=CN=CC=C5. Cell line: SF-268. Synergy scores: CSS=16.1, Synergy_ZIP=-5.12, Synergy_Bliss=-2.94, Synergy_Loewe=-10.5, Synergy_HSA=-4.25. (6) Drug 1: CC1C(C(CC(O1)OC2CC(CC3=C2C(=C4C(=C3O)C(=O)C5=C(C4=O)C(=CC=C5)OC)O)(C(=O)CO)O)N)O.Cl. Drug 2: C1CC(=O)NC(=O)C1N2CC3=C(C2=O)C=CC=C3N. Cell line: HS 578T. Synergy scores: CSS=-0.283, Synergy_ZIP=1.06, Synergy_Bliss=0.412, Synergy_Loewe=-1.47, Synergy_HSA=-1.84. (7) Drug 1: CS(=O)(=O)CCNCC1=CC=C(O1)C2=CC3=C(C=C2)N=CN=C3NC4=CC(=C(C=C4)OCC5=CC(=CC=C5)F)Cl. Drug 2: CN(CC1=CN=C2C(=N1)C(=NC(=N2)N)N)C3=CC=C(C=C3)C(=O)NC(CCC(=O)O)C(=O)O. Cell line: CAKI-1. Synergy scores: CSS=31.2, Synergy_ZIP=-4.99, Synergy_Bliss=-4.08, Synergy_Loewe=-23.4, Synergy_HSA=-4.45. (8) Drug 1: C1CCC(C1)C(CC#N)N2C=C(C=N2)C3=C4C=CNC4=NC=N3. Drug 2: CCCS(=O)(=O)NC1=C(C(=C(C=C1)F)C(=O)C2=CNC3=C2C=C(C=N3)C4=CC=C(C=C4)Cl)F. Cell line: HCT116. Synergy scores: CSS=3.08, Synergy_ZIP=0.495, Synergy_Bliss=3.39, Synergy_Loewe=0.451, Synergy_HSA=0.417.